This data is from Blood-brain barrier permeability classification from the B3DB database. The task is: Regression/Classification. Given a drug SMILES string, predict its absorption, distribution, metabolism, or excretion properties. Task type varies by dataset: regression for continuous measurements (e.g., permeability, clearance, half-life) or binary classification for categorical outcomes (e.g., BBB penetration, CYP inhibition). Dataset: b3db_classification. (1) The compound is c1csc(Cc2ccccc2OCC2CNCCO2)c1. The result is 1 (penetrates BBB). (2) The result is 0 (does not penetrate BBB). The compound is CCCCc1nc(CCCC)n(Cc2ccc(-c3ccccc3-c3nn[nH]n3)nc2)n1. (3) The drug is CCN[C@@H](Cc1ccccc1)[C@@H]1CCCO1. The result is 1 (penetrates BBB). (4) The compound is CNCCC(O)C1CC(SC2=C(C(=O)O)N3C(=O)C(C(C)O)C3C2C)CN1. The result is 0 (does not penetrate BBB). (5) The drug is CC(C)(C)NC[C@H](O)COc1cccc2c1C[C@H](O)[C@@H](O)C2. The result is 1 (penetrates BBB). (6) The compound is O=C1NC(=NC2CC2)OC1c1ccccc1. The result is 1 (penetrates BBB).